Dataset: Forward reaction prediction with 1.9M reactions from USPTO patents (1976-2016). Task: Predict the product of the given reaction. (1) Given the reactants [H-].[Na+].[CH3:3][S:4][CH2:5][CH2:6][OH:7].[CH2:8]([C@H:15]1[N:20]([C:21]([C:23]2[N:24]=[CH:25][N:26]([CH:34]3[CH2:41][CH2:40][CH2:39][CH2:38][C:35]43[O:37][CH2:36]4)[C:27]=2[C:28]2[CH:33]=[CH:32][CH:31]=[CH:30][CH:29]=2)=[O:22])[CH2:19][CH2:18][N:17]([C:42]([O:44][C:45]([CH3:48])([CH3:47])[CH3:46])=[O:43])[CH2:16]1)[C:9]1[CH:14]=[CH:13][CH:12]=[CH:11][CH:10]=1.C(=O)(O)[O-].[Na+], predict the reaction product. The product is: [CH2:8]([C@H:15]1[N:20]([C:21]([C:23]2[N:24]=[CH:25][N:26]([CH:34]3[CH2:41][CH2:40][CH2:39][CH2:38][C:35]3([OH:37])[CH2:36][O:7][CH2:6][CH2:5][S:4][CH3:3])[C:27]=2[C:28]2[CH:33]=[CH:32][CH:31]=[CH:30][CH:29]=2)=[O:22])[CH2:19][CH2:18][N:17]([C:42]([O:44][C:45]([CH3:48])([CH3:47])[CH3:46])=[O:43])[CH2:16]1)[C:9]1[CH:14]=[CH:13][CH:12]=[CH:11][CH:10]=1. (2) Given the reactants [F:1][C:2]1[CH:7]=[CH:6][C:5]([CH:8]2[N:12]([S:13]([C:16]3[CH:21]=[CH:20][C:19]([CH3:22])=[CH:18][CH:17]=3)(=[O:15])=[O:14])[CH:11]([CH2:23][CH2:24][C:25]([NH:27][NH2:28])=[O:26])[CH2:10][CH2:9]2)=[CH:4][CH:3]=1.[C:29](OCC)(OCC)(OCC)[CH3:30], predict the reaction product. The product is: [F:1][C:2]1[CH:7]=[CH:6][C:5]([CH:8]2[N:12]([S:13]([C:16]3[CH:21]=[CH:20][C:19]([CH3:22])=[CH:18][CH:17]=3)(=[O:14])=[O:15])[CH:11]([CH2:23][CH2:24][C:25]3[O:26][C:29]([CH3:30])=[N:28][N:27]=3)[CH2:10][CH2:9]2)=[CH:4][CH:3]=1. (3) Given the reactants [Cl:1][C:2]1[CH:7]=[C:6](I)[C:5]([C:9]([F:12])([F:11])[F:10])=[CH:4][N:3]=1.[NH3:13].CO, predict the reaction product. The product is: [Cl:1][C:2]1[CH:7]=[C:6]([NH2:13])[C:5]([C:9]([F:12])([F:11])[F:10])=[CH:4][N:3]=1. (4) Given the reactants Cl.[F:2][C:3]1[CH:30]=[CH:29][C:6]([CH2:7][NH:8][C:9]([C:11]2[CH:16]=[C:15]([C:17]3[CH2:21][CH:20]([CH:22]4[CH2:27][CH2:26][NH:25][CH2:24][CH2:23]4)[O:19][N:18]=3)[N:14]=[C:13]([CH3:28])[N:12]=2)=[O:10])=[CH:5][C:4]=1[O:31][CH3:32].[C:33]([O:36][CH2:37][C:38](Cl)=[O:39])(=[O:35])[CH3:34], predict the reaction product. The product is: [C:33]([O:36][CH2:37][C:38]([N:25]1[CH2:24][CH2:23][CH:22]([CH:20]2[O:19][N:18]=[C:17]([C:15]3[CH:16]=[C:11]([C:9](=[O:10])[NH:8][CH2:7][C:6]4[CH:29]=[CH:30][C:3]([F:2])=[C:4]([O:31][CH3:32])[CH:5]=4)[N:12]=[C:13]([CH3:28])[N:14]=3)[CH2:21]2)[CH2:27][CH2:26]1)=[O:39])(=[O:35])[CH3:34]. (5) Given the reactants [CH3:1][O:2][C:3]1[C:12]([O:13][CH3:14])=[CH:11][C:10]2[C:5](=[CH:6][CH:7]=[CH:8][CH:9]=2)[CH:4]=1.[C:15](Cl)(=[O:31])[CH2:16][CH2:17][CH2:18][CH2:19][CH2:20][CH2:21][CH2:22][CH2:23][CH2:24][CH2:25][CH2:26][CH2:27][CH2:28][CH2:29]C.[Cl-].[Al+3].[Cl-].[Cl-], predict the reaction product. The product is: [CH3:14][O:13][C:12]1[CH:11]=[C:10]2[C:5](=[CH:4][C:3]=1[O:2][CH3:1])[CH:6]=[C:7]([C:15](=[O:31])[CH2:16][CH2:17][CH2:18][CH2:19][CH2:20][CH2:21][CH2:22][CH2:23][CH2:24][CH2:25][CH2:26][CH2:27][CH2:28][CH3:29])[CH:8]=[CH:9]2. (6) Given the reactants [CH3:1][Si:2]([CH3:33])([CH3:32])[CH2:3][CH2:4][O:5][CH2:6][N:7]1[C:15]2[CH2:14][CH:13]([C:16]3C=NN(COCC[Si](C)(C)C)C=3)[CH2:12][CH2:11][C:10]=2[C:9]([C:29]([OH:31])=[O:30])=[N:8]1.[Si:34]([O:41][CH2:42]C1(C)CCC(=O)CC1)([C:37]([CH3:40])([CH3:39])[CH3:38])([CH3:36])[CH3:35], predict the reaction product. The product is: [Si:34]([O:41][CH2:42][C:13]1([CH3:16])[CH2:14][C:15]2[N:7]([CH2:6][O:5][CH2:4][CH2:3][Si:2]([CH3:33])([CH3:1])[CH3:32])[N:8]=[C:9]([C:29]([OH:31])=[O:30])[C:10]=2[CH2:11][CH2:12]1)([C:37]([CH3:40])([CH3:39])[CH3:38])([CH3:36])[CH3:35]. (7) Given the reactants I[C:2](=[CH:7][O:8][CH3:9])[C:3]([O:5][CH3:6])=[O:4].[C:10]([Si:12]([CH3:15])([CH3:14])[CH3:13])#[CH:11].C(N(CC)CC)C, predict the reaction product. The product is: [CH3:9][O:8][CH:7]=[C:2]([C:11]#[C:10][Si:12]([CH3:15])([CH3:14])[CH3:13])[C:3]([O:5][CH3:6])=[O:4]. (8) Given the reactants [N:1]1[C:10]2[C:5](=[CH:6][CH:7]=[CH:8][CH:9]=2)[CH:4]=[CH:3][C:2]=1[CH2:11][O:12][C:13]1[CH:14]=[C:15]([CH:18]=[CH:19][CH:20]=1)[CH2:16]O.S(Cl)([Cl:23])=O, predict the reaction product. The product is: [N:1]1[C:10]2[C:5](=[CH:6][CH:7]=[CH:8][CH:9]=2)[CH:4]=[CH:3][C:2]=1[CH2:11][O:12][C:13]1[CH:14]=[C:15]([CH:18]=[CH:19][CH:20]=1)[CH2:16][Cl:23]. (9) Given the reactants C(N(C)C(=O)CCl)C1C=CC=CC=1.[Cl:14][CH2:15][C:16](Cl)=[O:17].[CH2:19]([NH:21][C:22]1[CH:27]=[CH:26][CH:25]=[CH:24][CH:23]=1)[CH3:20].C(Cl)Cl.CO, predict the reaction product. The product is: [Cl:14][CH2:15][C:16]([N:21]([CH2:19][CH3:20])[C:22]1[CH:27]=[CH:26][CH:25]=[CH:24][CH:23]=1)=[O:17]. (10) The product is: [CH2:1]([O:8][CH2:9][CH2:10][N:11]1[CH:15]=[C:14]([NH:16][C:17]2[CH:24]=[C:23]([N:25]3[C:33]4[CH2:32][C:31]([CH3:34])([CH3:35])[CH2:30][C:29](=[O:36])[C:28]=4[C:27]([CH3:37])=[N:26]3)[CH:22]=[CH:21][C:18]=2[C:19]([NH2:20])=[O:40])[CH:13]=[N:12]1)[C:2]1[CH:7]=[CH:6][CH:5]=[CH:4][CH:3]=1. Given the reactants [CH2:1]([O:8][CH2:9][CH2:10][N:11]1[CH:15]=[C:14]([NH:16][C:17]2[CH:24]=[C:23]([N:25]3[C:33]4[CH2:32][C:31]([CH3:35])([CH3:34])[CH2:30][C:29](=[O:36])[C:28]=4[C:27]([CH3:37])=[N:26]3)[CH:22]=[CH:21][C:18]=2[C:19]#[N:20])[CH:13]=[N:12]1)[C:2]1[CH:7]=[CH:6][CH:5]=[CH:4][CH:3]=1.CC[OH:40].CS(C)=O, predict the reaction product.